This data is from Catalyst prediction with 721,799 reactions and 888 catalyst types from USPTO. The task is: Predict which catalyst facilitates the given reaction. (1) Reactant: Cl.[NH2:2][C@H:3]1[C:12]2[C:7]3=[C:8]([C:13]4[N:14]([C:17]5[CH:18]=[C:19]([C:30]([O:32][CH3:33])=[O:31])[CH:20]=[CH:21][C:22]=5[C:23]=4[CH:24]4[CH2:29][CH2:28][CH2:27][CH2:26][CH2:25]4)[CH2:15][CH2:16][N:6]3[CH2:5][CH2:4]1)[CH:9]=[CH:10][CH:11]=2.C([O-])(O)=O.[Na+].[C:39]([N:43]=[C:44]=[O:45])([CH3:42])([CH3:41])[CH3:40]. Product: [C:39]([NH:43][C:44]([NH:2][C@H:3]1[C:12]2[C:7]3=[C:8]([C:13]4[N:14]([C:17]5[CH:18]=[C:19]([C:30]([O:32][CH3:33])=[O:31])[CH:20]=[CH:21][C:22]=5[C:23]=4[CH:24]4[CH2:29][CH2:28][CH2:27][CH2:26][CH2:25]4)[CH2:15][CH2:16][N:6]3[CH2:5][CH2:4]1)[CH:9]=[CH:10][CH:11]=2)=[O:45])([CH3:42])([CH3:41])[CH3:40]. The catalyst class is: 2. (2) Reactant: Cl.[CH:2]1([C:5](=[NH:7])[NH2:6])[CH2:4][CH2:3]1.[OH-:8].[Na+]. Product: [CH:2]1([C:5]2[N:6]=[CH:4][C:2]([CH:5]=[O:8])=[CH:3][N:7]=2)[CH2:4][CH2:3]1. The catalyst class is: 144. (3) Reactant: Cl.Cl[CH2:3][CH2:4][N:5]1[CH2:10][CH2:9][C:8]([CH2:16][CH2:17][CH2:18][C:19]2[C:28]3[C:23](=[CH:24][CH:25]=[CH:26][CH:27]=3)[N:22]=[CH:21][C:20]=2[F:29])([C:11]([O:13][CH2:14][CH3:15])=[O:12])[CH2:7][CH2:6]1.[S:30]1[CH:34]=[CH:33][CH:32]=[C:31]1[SH:35].C(=O)([O-])[O-].[K+].[K+].[I-].[K+]. Product: [F:29][C:20]1[CH:21]=[N:22][C:23]2[C:28]([C:19]=1[CH2:18][CH2:17][CH2:16][C:8]1([C:11]([O:13][CH2:14][CH3:15])=[O:12])[CH2:9][CH2:10][N:5]([CH2:4][CH2:3][S:35][C:31]3[S:30][CH:34]=[CH:33][CH:32]=3)[CH2:6][CH2:7]1)=[CH:27][CH:26]=[CH:25][CH:24]=2. The catalyst class is: 10. (4) Reactant: [C:1]([NH2:7])(=[NH:6])[CH2:2][CH2:3][CH2:4][CH3:5].[C:8]([CH:11]([CH2:17][C:18]([O:20][CH2:21][CH3:22])=[O:19])[C:12](OCC)=[O:13])(=O)[CH3:9].[OH-].[K+].O. Product: [CH2:2]([C:1]1[N:7]=[C:12]([OH:13])[C:11]([CH2:17][C:18]([O:20][CH2:21][CH3:22])=[O:19])=[C:8]([CH3:9])[N:6]=1)[CH2:3][CH2:4][CH3:5]. The catalyst class is: 5. (5) Reactant: O=C1C2C(=CC=CC=2)C(=O)[N:3]1[CH2:12][CH2:13][CH2:14][CH2:15][C:16]1[CH:28]=[CH:27][C:19]([C:20]([O:22][C:23]([CH3:26])([CH3:25])[CH3:24])=[O:21])=[CH:18][CH:17]=1.NN. Product: [NH2:3][CH2:12][CH2:13][CH2:14][CH2:15][C:16]1[CH:28]=[CH:27][C:19]([C:20]([O:22][C:23]([CH3:24])([CH3:25])[CH3:26])=[O:21])=[CH:18][CH:17]=1. The catalyst class is: 8. (6) Reactant: [CH:1]1[C:6]2[NH:7][CH2:8][CH2:9][CH2:10][O:11][C:5]=2[CH:4]=[C:3]([NH2:12])[CH:2]=1.Cl[C:14]1[N:19]=[C:18]([NH:20][C:21]2[C:30]([F:31])=[CH:29][CH:28]=[CH:27][C:22]=2[C:23]([NH:25][CH3:26])=[O:24])[C:17]([Cl:32])=[CH:16][N:15]=1.C12(CS(O)(=O)=O)C(C)(C)C(CC1)CC2=O. Product: [Cl:32][C:17]1[C:18]([NH:20][C:21]2[C:30]([F:31])=[CH:29][CH:28]=[CH:27][C:22]=2[C:23]([NH:25][CH3:26])=[O:24])=[N:19][C:14]([NH:12][C:3]2[CH:2]=[CH:1][C:6]3[NH:7][CH2:8][CH2:9][CH2:10][O:11][C:5]=3[CH:4]=2)=[N:15][CH:16]=1. The catalyst class is: 32. (7) Reactant: [F:1][C:2]1[CH:7]=[CH:6][C:5]([C:8]2[N:9]=[C:10]3[C:15](=[N:16][CH:17]=2)[N:14]=[C:13]([NH:18][CH2:19][C:20]2[CH:25]=[CH:24][C:23]([S:26]([NH2:29])(=[O:28])=[O:27])=[CH:22][CH:21]=2)[NH:12][C:11]3=[O:30])=[CH:4][CH:3]=1.F[P-](F)(F)(F)(F)F.N1(O[P+](N(C)C)(N(C)C)N(C)C)[C:42]2C=CC=C[C:41]=2N=N1.CCN(C(C)C)C(C)C.[O-]CC.[Na+]. Product: [CH2:41]([O:30][C:11]1[C:10]2[C:15](=[N:16][CH:17]=[C:8]([C:5]3[CH:4]=[CH:3][C:2]([F:1])=[CH:7][CH:6]=3)[N:9]=2)[N:14]=[C:13]([NH:18][CH2:19][C:20]2[CH:25]=[CH:24][C:23]([S:26]([NH2:29])(=[O:27])=[O:28])=[CH:22][CH:21]=2)[N:12]=1)[CH3:42]. The catalyst class is: 219.